From a dataset of Reaction yield outcomes from USPTO patents with 853,638 reactions. Predict the reaction yield, written as a fraction of the theoretical maximum amount of product (1.0 means a 100% yield; for example, 0.34 means a 34% yield). (1) The reactants are [Cl:1][C:2]1[N:10]=[C:9]2[C:5]([NH:6][CH:7]=[N:8]2)=[C:4]([Cl:11])[N:3]=1.[CH:12](O)([CH3:14])[CH3:13].C1(P(C2C=CC=CC=2)C2C=CC=CC=2)C=CC=CC=1. The catalyst is O1CCCC1. The product is [Cl:1][C:2]1[N:10]=[C:9]2[C:5]([N:6]=[CH:7][N:8]2[CH:12]([CH3:14])[CH3:13])=[C:4]([Cl:11])[N:3]=1. The yield is 0.770. (2) The reactants are [CH2:1]([O:8][C:9]1[CH:14]=[CH:13][C:12]([F:15])=[CH:11][C:10]=1[F:16])[C:2]1[CH:7]=[CH:6][CH:5]=[CH:4][CH:3]=1.[C:17](=O)=[O:18].CC(C)=O.C([Li])CCC.CN(C)C=O. The catalyst is O1CCCC1.O. The product is [CH2:1]([O:8][C:9]1[C:10]([F:16])=[C:11]([C:12]([F:15])=[CH:13][CH:14]=1)[CH:17]=[O:18])[C:2]1[CH:3]=[CH:4][CH:5]=[CH:6][CH:7]=1. The yield is 0.740. (3) The reactants are [CH3:1][N:2]1[C:6]([C:7]2[C:8]([CH3:25])=[C:9]([CH:14]=[C:15]([C:17]3[CH:18]=[N:19][C:20](SC)=[N:21][CH:22]=3)[CH:16]=2)[C:10]([O:12][CH3:13])=[O:11])=[C:5]([CH3:26])[CH:4]=[N:3]1.[S:27]([O-:32])(O[O-])(=O)=[O:28].[K+].[K+].O1CCC[CH2:36]1. The catalyst is O. The product is [CH3:1][N:2]1[C:6]([C:7]2[C:8]([CH3:25])=[C:9]([CH:14]=[C:15]([C:17]3[CH:18]=[N:19][C:20]([S:27]([CH3:36])(=[O:32])=[O:28])=[N:21][CH:22]=3)[CH:16]=2)[C:10]([O:12][CH3:13])=[O:11])=[C:5]([CH3:26])[CH:4]=[N:3]1. The yield is 0.780. (4) The reactants are [C:1]1([C@@H:7]2[CH2:9][C@H:8]2[NH2:10])[CH:6]=[CH:5][CH:4]=[CH:3][CH:2]=1.[CH:11]([C@H:13]1[CH2:18][CH2:17][C@H:16]([C:19]([O:21][CH3:22])=[O:20])[CH2:15][CH2:14]1)=O.C([BH3-])#N.[Na+].O. The catalyst is CO. The product is [C:1]1([C@@H:7]2[CH2:9][C@H:8]2[NH:10][CH2:11][C@H:13]2[CH2:14][CH2:15][C@H:16]([C:19]([O:21][CH3:22])=[O:20])[CH2:17][CH2:18]2)[CH:6]=[CH:5][CH:4]=[CH:3][CH:2]=1. The yield is 0.417. (5) The product is [O:19]1[CH:23]=[CH:22][C:21]([C:2]2[C:11]3[O:10][CH2:9][CH2:8][N:7]([C:12]([O:14][C:15]([CH3:18])([CH3:17])[CH3:16])=[O:13])[CH2:6][C:5]=3[S:4][CH:3]=2)=[CH:20]1. The reactants are Br[C:2]1[C:11]2[O:10][CH2:9][CH2:8][N:7]([C:12]([O:14][C:15]([CH3:18])([CH3:17])[CH3:16])=[O:13])[CH2:6][C:5]=2[S:4][CH:3]=1.[O:19]1[CH:23]=[CH:22][C:21](B(O)O)=[CH:20]1.CCO.C(=O)([O-])[O-].[Na+].[Na+]. The yield is 0.881. The catalyst is C1C=CC([P]([Pd]([P](C2C=CC=CC=2)(C2C=CC=CC=2)C2C=CC=CC=2)([P](C2C=CC=CC=2)(C2C=CC=CC=2)C2C=CC=CC=2)[P](C2C=CC=CC=2)(C2C=CC=CC=2)C2C=CC=CC=2)(C2C=CC=CC=2)C2C=CC=CC=2)=CC=1.O.C1(C)C=CC=CC=1. (6) The reactants are [Cl:1][C:2]1[C:7]2[CH2:8][CH:9]([C:10]([OH:12])=O)[C:6]=2[CH:5]=[CH:4][CH:3]=1.O.ON1C2C=CC=CC=2N=N1.[CH2:24]([NH:31][CH2:32][CH2:33][CH2:34][OH:35])[C:25]1[CH:30]=[CH:29][CH:28]=[CH:27][CH:26]=1.C(OCC)(=O)C. The catalyst is CN1CCCC1=O.CCCCCCC. The product is [CH2:24]([N:31]([CH2:32][CH2:33][CH2:34][OH:35])[C:10]([CH:9]1[C:6]2[CH:5]=[CH:4][CH:3]=[C:2]([Cl:1])[C:7]=2[CH2:8]1)=[O:12])[C:25]1[CH:30]=[CH:29][CH:28]=[CH:27][CH:26]=1. The yield is 0.330. (7) The reactants are [O:1](C)[S:2]([C:5]([F:8])([F:7])[F:6])(=[O:4])=[O:3].C([N:29]1[CH:33]=[C:32]([CH:34]=[O:35])[N:31]=[CH:30]1)(C1C=CC=CC=1)(C1C=CC=CC=1)C1C=CC=CC=1.[CH3:36]CCCCC. The catalyst is C(Cl)Cl. The product is [F:6][C:5]([F:8])([F:7])[S:2]([OH:4])(=[O:3])=[O:1].[CH3:36][N:31]1[C:32]([CH:34]=[O:35])=[CH:33][N:29]=[CH:30]1. The yield is 0.930.